Task: Predict the reactants needed to synthesize the given product.. Dataset: Full USPTO retrosynthesis dataset with 1.9M reactions from patents (1976-2016) (1) Given the product [Cl:1][C:2]1[CH:3]=[CH:4][C:5]2[N:11]3[CH:12]=[CH:13][CH:14]=[C:10]3[C@@H:9]([CH2:15][CH2:16][CH2:17][C:18]([O:20][CH3:21])=[O:19])[O:8][C@H:7]([C:22]3[CH:27]=[CH:26][CH:25]=[C:24]([O:28][CH3:29])[C:23]=3[O:30][CH3:31])[C:6]=2[CH:32]=1, predict the reactants needed to synthesize it. The reactants are: [Cl:1][C:2]1[CH:3]=[CH:4][C:5]2[N:11]3[CH:12]=[CH:13][CH:14]=[C:10]3[C@@H:9]([CH2:15][CH:16]=[CH:17][C:18]([O:20][CH3:21])=[O:19])[O:8][C@H:7]([C:22]3[CH:27]=[CH:26][CH:25]=[C:24]([O:28][CH3:29])[C:23]=3[O:30][CH3:31])[C:6]=2[CH:32]=1. (2) Given the product [I:1][C:2]1[CH:3]=[C:4]([NH2:32])[C:5]([NH:8][CH:9]([C:12]2[CH:17]=[CH:16][C:15]([O:18][CH2:19][C:20]3[CH:21]=[N:22][C:23]([C:26]([F:27])([F:29])[F:28])=[CH:24][CH:25]=3)=[C:14]([O:30][CH3:31])[CH:13]=2)[CH2:10][CH3:11])=[N:6][CH:7]=1, predict the reactants needed to synthesize it. The reactants are: [I:1][C:2]1[CH:3]=[C:4]([N+:32]([O-])=O)[C:5]([NH:8][CH:9]([C:12]2[CH:17]=[CH:16][C:15]([O:18][CH2:19][C:20]3[CH:21]=[N:22][C:23]([C:26]([F:29])([F:28])[F:27])=[CH:24][CH:25]=3)=[C:14]([O:30][CH3:31])[CH:13]=2)[CH2:10][CH3:11])=[N:6][CH:7]=1.